This data is from Catalyst prediction with 721,799 reactions and 888 catalyst types from USPTO. The task is: Predict which catalyst facilitates the given reaction. (1) Reactant: [CH3:13][C:12]([O:11][C:9](O[C:9]([O:11][C:12]([CH3:15])([CH3:14])[CH3:13])=[O:10])=[O:10])([CH3:15])[CH3:14].[CH2:16]([O:23][C:24]1[CH:29]=[CH:28][C:27]([C@@H:30]2[CH2:32][C@H:31]2[NH2:33])=[CH:26][CH:25]=1)[C:17]1[CH:22]=[CH:21][CH:20]=[CH:19][CH:18]=1.CCN(CC)CC. Product: [CH2:16]([O:23][C:24]1[CH:25]=[CH:26][C:27]([C@@H:30]2[CH2:32][C@H:31]2[NH:33][C:9](=[O:10])[O:11][C:12]([CH3:13])([CH3:14])[CH3:15])=[CH:28][CH:29]=1)[C:17]1[CH:18]=[CH:19][CH:20]=[CH:21][CH:22]=1. The catalyst class is: 1. (2) Reactant: C([O:8][C:9]1[C:14]([N+:15]([O-:17])=[O:16])=[C:13]([C:18]2[CH:27]=[CH:26][C:25]3[C:20](=[CH:21][CH:22]=[CH:23][CH:24]=3)[CH:19]=2)[CH:12]=[CH:11][N:10]=1)C1C=CC=CC=1.[OH-].[K+]. Product: [CH:19]1[C:20]2[C:25](=[CH:24][CH:23]=[CH:22][CH:21]=2)[CH:26]=[CH:27][C:18]=1[C:13]1[CH:12]=[CH:11][N:10]=[C:9]([OH:8])[C:14]=1[N+:15]([O-:17])=[O:16]. The catalyst class is: 33. (3) Reactant: [CH3:1][O:2][C:3]1[CH:8]=[CH:7][CH:6]=[C:5]([NH2:9])[CH:4]=1.[C:10](OC(=O)C)(=[O:12])[CH3:11]. Product: [CH3:11][C:10]([NH:9][C:5]1[CH:6]=[CH:7][CH:8]=[C:3]([O:2][CH3:1])[CH:4]=1)=[O:12]. The catalyst class is: 1. (4) Reactant: [F:1][C:2]1[CH:7]=[C:6]([F:8])[CH:5]=[CH:4][C:3]=1[N:9]1[C:13]([NH:14][CH2:15][CH3:16])=[C:12]([N:17]=O)[CH:11]=[N:10]1.[H][H]. Product: [F:1][C:2]1[CH:7]=[C:6]([F:8])[CH:5]=[CH:4][C:3]=1[N:9]1[C:13]([NH:14][CH2:15][CH3:16])=[C:12]([NH2:17])[CH:11]=[N:10]1. The catalyst class is: 19. (5) Reactant: Cl.Cl.Cl.NCCCO[C:9]1[CH:10]=[C:11]([C:24]2[C:29]([Cl:30])=[CH:28][CH:27]=[CH:26][N:25]=2)[CH:12]=[C:13]2[C:17]=1[NH:16][N:15]=[C:14]2[NH:18][C:19]1[S:20][CH:21]=[CH:22][N:23]=1.C=O.[Na].[C:34](=[O:37])([O-])O.[Na+].[CH2:39]([N:41]([CH2:44]C)[CH2:42]C)[CH3:40]. The catalyst class is: 370. Product: [Cl:30][C:29]1[C:24]([C:11]2[CH:12]=[C:13]3[C:17](=[C:9]([O:37][CH2:34][CH2:40][CH2:39][N:41]([CH3:44])[CH3:42])[CH:10]=2)[NH:16][N:15]=[C:14]3[NH:18][C:19]2[S:20][CH:21]=[CH:22][N:23]=2)=[N:25][CH:26]=[CH:27][CH:28]=1. (6) Reactant: BrCC(O[CH2:6][CH2:7][CH2:8][O:9][C:10](=[O:13])[CH2:11][Br:12])=O.[CH2:14]([C@H:29]([NH2:33])[C:30]([OH:32])=[O:31])[CH2:15][C:16]([NH:18][C@H:19]([C:22]([NH:24][CH2:25][C:26]([OH:28])=[O:27])=[O:23])[CH2:20][SH:21])=[O:17].[OH-:34].[Na+].C[C:37]([CH3:39])=[O:38]. Product: [Br:12][CH2:11][C:10]([O:9][CH2:8][CH2:7][CH2:6][CH2:39][C:37]([O:34][S:21][CH2:20][C@@H:19]([C:22]([NH:24][CH2:25][C:26]([OH:28])=[O:27])=[O:23])[NH:18][C:16](=[O:17])[CH2:15][CH2:14][C@@H:29]([C:30]([OH:32])=[O:31])[NH2:33])=[O:38])=[O:13]. The catalyst class is: 6. (7) The catalyst class is: 2. Reactant: Cl.Cl.[F:3][C:4]1[CH:9]=[CH:8][CH:7]=[CH:6][C:5]=1[CH:10]([NH2:15])[C:11]([CH3:14])([NH2:13])[CH3:12].C(N(CC)CC)C.[CH3:23][C:24]1[CH:32]=[CH:31][CH:30]=[C:29]([CH3:33])[C:25]=1[C:26](Cl)=[O:27]. Product: [NH2:13][C:11]([CH3:12])([CH3:14])[CH:10]([NH:15][C:26](=[O:27])[C:25]1[C:29]([CH3:33])=[CH:30][CH:31]=[CH:32][C:24]=1[CH3:23])[C:5]1[CH:6]=[CH:7][CH:8]=[CH:9][C:4]=1[F:3]. (8) Reactant: [CH2:1]([O:8][CH2:9][CH2:10][CH2:11][C@H:12]([C:17]1[C:21]([CH:22]2[CH2:24][CH2:23]2)=[C:20]([C:25]2[CH:29]=[C:28]([C:30]([F:36])([F:35])[C:31]([CH3:34])([CH3:33])[CH3:32])[O:27][N:26]=2)[O:19][N:18]=1)[CH2:13][C:14]([OH:16])=O)[C:2]1[CH:7]=[CH:6][CH:5]=[CH:4][CH:3]=1.[Cl:37][C:38]1[CH:43]=[CH:42][C:41]([NH2:44])=[C:40]([F:45])[CH:39]=1.C(N(C(C)C)CC)(C)C.CN(C(ON1N=NC2C=CC=NC1=2)=[N+](C)C)C.F[P-](F)(F)(F)(F)F.C(=O)(O)[O-].[Na+]. Product: [Cl:37][C:38]1[CH:43]=[CH:42][C:41]([NH:44][C:14](=[O:16])[CH2:13][C@@H:12]([C:17]2[C:21]([CH:22]3[CH2:23][CH2:24]3)=[C:20]([C:25]3[CH:29]=[C:28]([C:30]([F:35])([F:36])[C:31]([CH3:33])([CH3:32])[CH3:34])[O:27][N:26]=3)[O:19][N:18]=2)[CH2:11][CH2:10][CH2:9][O:8][CH2:1][C:2]2[CH:3]=[CH:4][CH:5]=[CH:6][CH:7]=2)=[C:40]([F:45])[CH:39]=1. The catalyst class is: 3. (9) Reactant: [NH2:1][C:2]1[CH:3]=[C:4]([NH:9][CH2:10][CH:11]([OH:18])[CH:12]([OH:17])[CH:13]([OH:16])[CH2:14][OH:15])[CH:5]=[CH:6][C:7]=1[CH3:8].[C:19]1([C:28](=O)[NH:27][C:25](=[O:26])[NH:24][C:22]1=[O:23])=[N:20]O.O. Product: [NH2:1][C:2]1[C:7]([CH3:8])=[CH:6][C:5]2[N:20]=[C:19]3[C:28]([N:9]([CH2:10][CH:11]([OH:18])[CH:12]([OH:17])[CH:13]([OH:16])[CH2:14][OH:15])[C:4]=2[CH:3]=1)=[N:27][C:25](=[O:26])[NH:24][C:22]3=[O:23]. The catalyst class is: 5.